This data is from Full USPTO retrosynthesis dataset with 1.9M reactions from patents (1976-2016). The task is: Predict the reactants needed to synthesize the given product. (1) Given the product [Br:5][C:6]1[C:7]([Cl:15])=[N:8][CH:9]=[C:10]([CH:14]=1)[C:11]([NH:34][C:33]1[CH:35]=[CH:36][C:30]([S:29][C:26]([F:28])([F:25])[F:27])=[CH:31][CH:32]=1)=[O:13], predict the reactants needed to synthesize it. The reactants are: O=S(Cl)Cl.[Br:5][C:6]1[C:7]([Cl:15])=[N:8][CH:9]=[C:10]([CH:14]=1)[C:11]([OH:13])=O.CCN(C(C)C)C(C)C.[F:25][C:26]([S:29][C:30]1[CH:36]=[CH:35][C:33]([NH2:34])=[CH:32][CH:31]=1)([F:28])[F:27]. (2) Given the product [C:18]([N:7]1[C:6]2[CH:5]=[C:4]([C:1](=[O:3])[CH3:2])[CH:17]=[CH:16][C:15]=2[S:14][C:13]2[C:8]1=[CH:9][CH:10]=[CH:11][CH:12]=2)(=[O:20])[CH3:19], predict the reactants needed to synthesize it. The reactants are: [C:1]([C:4]1[CH:17]=[CH:16][C:15]2[S:14][C:13]3[C:8](=[CH:9][CH:10]=[CH:11][CH:12]=3)[NH:7][C:6]=2[CH:5]=1)(=[O:3])[CH3:2].[C:18](Cl)(=[O:20])[CH3:19]. (3) The reactants are: C([O:4][C@@H:5]1[C@:9]([CH:18]=[CH2:19])([O:10][CH2:11][C:12]2[CH:17]=[CH:16][CH:15]=[CH:14][CH:13]=2)[C@@H:8]([CH2:20][O:21][CH2:22][C:23]2[CH:28]=[CH:27][CH:26]=[CH:25][CH:24]=2)[O:7][C@H:6]1[N:29]1[CH:37]=[C:35]([CH3:36])[C:33](=[O:34])[NH:32][C:30]1=[O:31])(=O)C.C[O-].[Na+].Cl. Given the product [CH2:11]([O:10][C@:9]1([CH:18]=[CH2:19])[C@@H:8]([CH2:20][O:21][CH2:22][C:23]2[CH:28]=[CH:27][CH:26]=[CH:25][CH:24]=2)[O:7][C@@H:6]([N:29]2[CH:37]=[C:35]([CH3:36])[C:33](=[O:34])[NH:32][C:30]2=[O:31])[C@@H:5]1[OH:4])[C:12]1[CH:13]=[CH:14][CH:15]=[CH:16][CH:17]=1, predict the reactants needed to synthesize it. (4) Given the product [OH:17][C:14]1([C:11]2[CH:16]=[CH:15][CH:14]=[CH:13][CH:12]=2)[CH2:13][CH2:12][CH:11]([N:10]2[C:6]3[CH:5]=[CH:4][NH:3][C:2](=[O:1])[C:7]=3[C:8]([C:18]3[CH:19]=[C:20]([C:23]([NH2:25])=[O:24])[S:21][CH:22]=3)=[N:9]2)[CH2:16][CH2:15]1, predict the reactants needed to synthesize it. The reactants are: [O:1]=[C:2]1[C:7]2[C:8]([C:18]3[CH:19]=[C:20]([C:23]([NH2:25])=[O:24])[S:21][CH:22]=3)=[N:9][N:10]([CH:11]3[CH2:16][CH2:15][C:14](=[O:17])[CH2:13][CH2:12]3)[C:6]=2[CH:5]=[CH:4][NH:3]1.Cl. (5) Given the product [Cl:1][C:2]1[C:27]([O:28][CH2:29][CH3:30])=[N:26][C:5]2[N:6]=[C:7]([N:13]3[CH2:18][CH2:17][NH:16][CH2:15][CH2:14]3)[C:8]3[N:9]([CH:10]=[N:11][N:12]=3)[C:4]=2[CH:3]=1, predict the reactants needed to synthesize it. The reactants are: [Cl:1][C:2]1[C:27]([O:28][CH2:29][CH3:30])=[N:26][C:5]2[N:6]=[C:7]([N:13]3[CH2:18][CH2:17][N:16](C(OC(C)(C)C)=O)[CH2:15][CH2:14]3)[C:8]3[N:9]([CH:10]=[N:11][N:12]=3)[C:4]=2[CH:3]=1.C(O)(C(F)(F)F)=O.